Dataset: Reaction yield outcomes from USPTO patents with 853,638 reactions. Task: Predict the reaction yield, written as a fraction of the theoretical maximum amount of product (1.0 means a 100% yield; for example, 0.34 means a 34% yield). The catalyst is C(Cl)Cl. The product is [CH2:11]([C:4]1[S:3][C:2]2[NH:1][C:17](=[O:23])[N:40]([CH2:39][C:36]3[CH:35]=[N:34][C:33]([CH3:32])=[CH:38][N:37]=3)[C:7](=[O:9])[C:6]=2[CH:5]=1)[CH3:12]. The yield is 1.00. The reactants are [NH2:1][C:2]1[S:3][C:4]([CH2:11][CH3:12])=[CH:5][C:6]=1[C:7]([O:9]C)=O.ClC(Cl)(O[C:17](=[O:23])OC(Cl)(Cl)Cl)Cl.C(N(CC)CC)C.[CH3:32][C:33]1[N:34]=[CH:35][C:36]([CH2:39][NH2:40])=[N:37][CH:38]=1.